From a dataset of Reaction yield outcomes from USPTO patents with 853,638 reactions. Predict the reaction yield, written as a fraction of the theoretical maximum amount of product (1.0 means a 100% yield; for example, 0.34 means a 34% yield). (1) The reactants are [H-].[Na+].[I-].[CH3:4][S+](C)(C)=O.[CH3:9][N:10]1[C:18]2[C:13](=[CH:14][CH:15]=[CH:16][CH:17]=2)[C:12](/[CH:19]=[CH:20]/[C:21]([O:23][CH2:24][CH3:25])=[O:22])=[CH:11]1.O. The catalyst is CS(C)=O. The product is [CH3:9][N:10]1[C:18]2[C:13](=[CH:14][CH:15]=[CH:16][CH:17]=2)[C:12]([C@@H:19]2[CH2:4][C@H:20]2[C:21]([O:23][CH2:24][CH3:25])=[O:22])=[CH:11]1. The yield is 0.210. (2) The reactants are [O:1]1[C:6]2[CH:7]=[CH:8][C:9]([C:11]3[C:16]([N:17]4[CH:21]=[CH:20][C:19]([C:22]5[CH:27]=[CH:26][CH:25]=[CH:24][CH:23]=5)=[N:18]4)=[CH:15][CH:14]=[C:13]([C:28]([F:31])([F:30])[F:29])[C:12]=3[C:32](=[O:37])[C:33]([O:35][CH3:36])=[O:34])=[CH:10][C:5]=2[CH2:4][CH2:3][CH2:2]1.[BH4-].[Na+].O. The catalyst is CO. The product is [O:1]1[C:6]2[CH:7]=[CH:8][C:9]([C:11]3[C:16]([N:17]4[CH:21]=[CH:20][C:19]([C:22]5[CH:27]=[CH:26][CH:25]=[CH:24][CH:23]=5)=[N:18]4)=[CH:15][CH:14]=[C:13]([C:28]([F:29])([F:30])[F:31])[C:12]=3[CH:32]([OH:37])[C:33]([O:35][CH3:36])=[O:34])=[CH:10][C:5]=2[CH2:4][CH2:3][CH2:2]1. The yield is 1.00. (3) The reactants are CO[C:3](=O)[C:4]1[CH:9]=[C:8]([O:10][CH2:11][CH2:12][C:13]2[CH:17]=[CH:16][S:15][CH:14]=2)[C:7](I)=[N:6][CH:5]=1.CN(C)C=O.[C:25](=O)([O-:27])[O-:26].[K+].[K+].C1(P(C2C=CC=CC=2)C2C=CC=CC=2)C=CC=CC=1. The catalyst is CO.C([O-])(=O)C.[Pd+2].C([O-])(=O)C. The product is [CH3:3][C:4]1[C:5]([C:25]([OH:27])=[O:26])=[N:6][C:7]2[C:14]3[S:15][CH:16]=[CH:17][C:13]=3[CH2:12][CH2:11][O:10][C:8]=2[CH:9]=1. The yield is 0.528. (4) The reactants are [CH2:1]([O:3][C@@H:4]([CH2:10][C:11]1[CH:16]=[CH:15][C:14]([OH:17])=[CH:13][CH:12]=1)[C:5]([O:7][CH2:8][CH3:9])=[O:6])[CH3:2].[CH3:18][O:19][C:20]1[CH:25]=[CH:24][N:23]=[C:22]([CH2:26]O)[CH:21]=1.C(P(CCCC)CCCC)CCC.N(C(OC(C)C)=O)=NC(OC(C)C)=O. The catalyst is O1CCCC1. The product is [CH2:1]([O:3][C@@H:4]([CH2:10][C:11]1[CH:12]=[CH:13][C:14]([O:17][CH2:26][C:22]2[CH:21]=[C:20]([O:19][CH3:18])[CH:25]=[CH:24][N:23]=2)=[CH:15][CH:16]=1)[C:5]([O:7][CH2:8][CH3:9])=[O:6])[CH3:2]. The yield is 0.0690. (5) The product is [NH:20]1[C:24]2=[N:25][CH:26]=[CH:27][C:28]([C:29]3[S:30][CH:31]=[C:32]([CH2:34][C:35]#[N:36])[N:33]=3)=[C:23]2[CH:22]=[N:21]1. The catalyst is C(Cl)Cl. The yield is 0.160. The reactants are C([N:20]1[C:24]2=[N:25][CH:26]=[CH:27][C:28]([C:29]3[S:30][CH:31]=[C:32]([CH2:34][C:35]#[N:36])[N:33]=3)=[C:23]2[CH:22]=[N:21]1)(C1C=CC=CC=1)(C1C=CC=CC=1)C1C=CC=CC=1.C([SiH](CC)CC)C.C(O)(C(F)(F)F)=O. (6) The reactants are [Br:1][C:2]1[C:3](F)=[C:4]2[C:10]([NH:11][C:12](=[O:19])[C:13]3[CH:18]=[CH:17][CH:16]=[N:15][CH:14]=3)=[CH:9][NH:8][C:5]2=[N:6][CH:7]=1.[CH3:21][N:22]([CH:30]1[CH2:34][CH2:33][NH:32][CH2:31]1)C(=O)OC(C)(C)C.CCN(C(C)C)C(C)C.C(O)(C(F)(F)F)=O. The catalyst is CCCCO.C(Cl)Cl. The product is [Br:1][C:2]1[C:3]([N:32]2[CH2:33][CH2:34][CH:30]([NH:22][CH3:21])[CH2:31]2)=[C:4]2[C:10]([NH:11][C:12](=[O:19])[C:13]3[CH:18]=[CH:17][CH:16]=[N:15][CH:14]=3)=[CH:9][NH:8][C:5]2=[N:6][CH:7]=1. The yield is 0.590.